Dataset: Forward reaction prediction with 1.9M reactions from USPTO patents (1976-2016). Task: Predict the product of the given reaction. (1) Given the reactants [N:1]1([C:7]2[N:12]=[CH:11][C:10]3[CH:13]=[CH:14][NH:15][C:9]=3[CH:8]=2)[CH2:6][CH2:5][O:4][CH2:3][CH2:2]1.[C:16]([O:20][C:21]([N:23]1[CH2:28][CH2:27][C:26](=O)[CH2:25][CH2:24]1)=[O:22])([CH3:19])([CH3:18])[CH3:17].[OH-].[K+], predict the reaction product. The product is: [C:16]([O:20][C:21]([N:23]1[CH2:24][CH:25]=[C:26]([C:13]2[C:10]3[CH:11]=[N:12][C:7]([N:1]4[CH2:2][CH2:3][O:4][CH2:5][CH2:6]4)=[CH:8][C:9]=3[NH:15][CH:14]=2)[CH2:27][CH2:28]1)=[O:22])([CH3:19])([CH3:17])[CH3:18]. (2) The product is: [N:29]1[CH:30]=[CH:31][C:26]([NH:25][CH2:1][C:3]2[CH:4]=[C:5]([NH:9][C:10]([C:12]3[C:24]4[CH2:23][C:22]5[C:17](=[CH:18][CH:19]=[CH:20][CH:21]=5)[C:16]=4[CH:15]=[CH:14][CH:13]=3)=[O:11])[CH:6]=[CH:7][CH:8]=2)=[N:27][CH:28]=1. Given the reactants [CH:1]([C:3]1[CH:4]=[C:5]([NH:9][C:10]([C:12]2[C:24]3[CH2:23][C:22]4[C:17](=[CH:18][CH:19]=[CH:20][CH:21]=4)[C:16]=3[CH:15]=[CH:14][CH:13]=2)=[O:11])[CH:6]=[CH:7][CH:8]=1)=O.[NH2:25][C:26]1[CH:31]=[CH:30][N:29]=[CH:28][N:27]=1.CN(C)C=O.C(O[BH-](OC(=O)C)OC(=O)C)(=O)C.[Na+], predict the reaction product. (3) Given the reactants Br[C:2]1[CH:7]=[CH:6][C:5]([CH2:8][CH2:9][CH2:10][N:11]2[C:19](=[O:20])[C:18]3[C:13](=[CH:14][CH:15]=[CH:16][CH:17]=3)[C:12]2=[O:21])=[CH:4][CH:3]=1.[CH3:22][C:23]1([CH3:39])[C:27]([CH3:29])([CH3:28])[O:26][B:25]([B:25]2[O:26][C:27]([CH3:29])([CH3:28])[C:23]([CH3:39])([CH3:22])[O:24]2)[O:24]1.C([O-])(=O)C.[K+2].C([O-])(=O)C, predict the reaction product. The product is: [CH3:22][C:23]1([CH3:39])[C:27]([CH3:29])([CH3:28])[O:26][B:25]([C:2]2[CH:7]=[CH:6][C:5]([CH2:8][CH2:9][CH2:10][N:11]3[C:19](=[O:20])[C:18]4[C:13](=[CH:14][CH:15]=[CH:16][CH:17]=4)[C:12]3=[O:21])=[CH:4][CH:3]=2)[O:24]1. (4) Given the reactants B.C1C[O:5]CC1.[Cl:7][C:8]1[CH:15]=[C:14]([N:16]([CH2:26][C:27]2[CH:32]=[CH:31][CH:30]=[CH:29][C:28]=2[CH3:33])[C@H:17]2[CH2:21][C:20](=[O:22])[N:19]([CH2:23][CH:24]=[CH2:25])[CH2:18]2)[CH:13]=[CH:12][C:9]=1[C:10]#[N:11].O.OO.[OH-].[Na+], predict the reaction product. The product is: [Cl:7][C:8]1[CH:15]=[C:14]([N:16]([C@H:17]2[CH2:21][C:20](=[O:22])[N:19]([CH2:23][CH2:24][CH2:25][OH:5])[CH2:18]2)[CH2:26][C:27]2[CH:32]=[CH:31][CH:30]=[CH:29][C:28]=2[CH3:33])[CH:13]=[CH:12][C:9]=1[C:10]#[N:11]. (5) Given the reactants [NH2:1][C:2]1[CH:7]=[CH:6][C:5]([S:8](O)(=[O:10])=[O:9])=[CH:4][C:3]=1[CH3:12].[Cl-].ClC=[N+:16](C)C.C(Cl)(=O)C(Cl)=O.[OH-].[NH4+], predict the reaction product. The product is: [NH2:1][C:2]1[CH:7]=[CH:6][C:5]([S:8]([NH2:16])(=[O:10])=[O:9])=[CH:4][C:3]=1[CH3:12]. (6) Given the reactants [CH:1]1([CH2:4][C:5]2[C:16]([C:17]3[CH:22]=[CH:21][C:20]([C:23]4([NH:27]C(=O)OC(C)(C)C)[CH2:26][CH2:25][CH2:24]4)=[CH:19][CH:18]=3)=[N:15][C:8]3[O:9][CH2:10][C:11](=[O:14])[N:12]([CH3:13])[C:7]=3[CH:6]=2)[CH2:3][CH2:2]1.C(O)(C(F)(F)F)=O, predict the reaction product. The product is: [NH2:27][C:23]1([C:20]2[CH:21]=[CH:22][C:17]([C:16]3[C:5]([CH2:4][CH:1]4[CH2:2][CH2:3]4)=[CH:6][C:7]4[N:12]([CH3:13])[C:11](=[O:14])[CH2:10][O:9][C:8]=4[N:15]=3)=[CH:18][CH:19]=2)[CH2:24][CH2:25][CH2:26]1. (7) Given the reactants [Br:1][C:2]1[CH:7]=[CH:6][C:5]([C:8]([CH3:15])([CH3:14])[C:9](OCC)=[O:10])=[C:4]([O:16][CH3:17])[CH:3]=1.[H-].[Al+3].[Li+].[H-].[H-].[H-], predict the reaction product. The product is: [Br:1][C:2]1[CH:7]=[CH:6][C:5]([C:8]([CH3:15])([CH3:14])[CH2:9][OH:10])=[C:4]([O:16][CH3:17])[CH:3]=1.